From a dataset of Catalyst prediction with 721,799 reactions and 888 catalyst types from USPTO. Predict which catalyst facilitates the given reaction. Reactant: [OH:1][C:2]1[C:10]([CH2:11][OH:12])=[C:9]2[C:5]([CH:6]=[N:7][N:8]2[CH2:13][C@@H:14]([NH:16][C:17](=[O:26])[O:18][CH2:19][C:20]2[CH:25]=[CH:24][CH:23]=[CH:22][CH:21]=2)[CH3:15])=[CH:4][CH:3]=1. Product: [CH:11]([C:10]1[C:2]([OH:1])=[CH:3][CH:4]=[C:5]2[C:9]=1[N:8]([CH2:13][C@@H:14]([NH:16][C:17](=[O:26])[O:18][CH2:19][C:20]1[CH:25]=[CH:24][CH:23]=[CH:22][CH:21]=1)[CH3:15])[N:7]=[CH:6]2)=[O:12]. The catalyst class is: 13.